The task is: Predict the reaction yield, written as a fraction of the theoretical maximum amount of product (1.0 means a 100% yield; for example, 0.34 means a 34% yield).. This data is from Reaction yield outcomes from USPTO patents with 853,638 reactions. (1) The reactants are [Cl:1][C:2]1[CH:7]=[CH:6][CH:5]=[CH:4][C:3]=1[O:8][CH2:9][C:10]1[S:14][C:13]([NH:15][C:16]([C:18]2[CH:19]=[C:20]3[C:25](=[CH:26][CH:27]=2)[CH2:24][NH:23][CH2:22][CH2:21]3)=[O:17])=[N:12][N:11]=1.[OH:28][CH2:29][C:30](O)=[O:31].CN(C(ON1N=NC2C=CC=NC1=2)=[N+](C)C)C.F[P-](F)(F)(F)(F)F.C(N(CC)CC)C. The catalyst is CN(C=O)C. The product is [Cl:1][C:2]1[CH:7]=[CH:6][CH:5]=[CH:4][C:3]=1[O:8][CH2:9][C:10]1[S:14][C:13]([NH:15][C:16]([C:18]2[CH:19]=[C:20]3[C:25](=[CH:26][CH:27]=2)[CH2:24][N:23]([C:29](=[O:28])[CH2:30][OH:31])[CH2:22][CH2:21]3)=[O:17])=[N:12][N:11]=1. The yield is 0.500. (2) The reactants are [OH-].[Li+].[Br:3][C:4]1[N:5]([C:19]2[C:28]3[C:23](=[CH:24][CH:25]=[CH:26][CH:27]=3)[C:22]([CH:29]3[CH2:31][CH2:30]3)=[CH:21][CH:20]=2)[C:6]([S:9][C:10]2([C:14]([O:16]CC)=[O:15])[CH2:13][CH2:12][CH2:11]2)=[N:7][N:8]=1. The catalyst is C1COCC1.CO. The product is [Br:3][C:4]1[N:5]([C:19]2[C:28]3[C:23](=[CH:24][CH:25]=[CH:26][CH:27]=3)[C:22]([CH:29]3[CH2:31][CH2:30]3)=[CH:21][CH:20]=2)[C:6]([S:9][C:10]2([C:14]([OH:16])=[O:15])[CH2:11][CH2:12][CH2:13]2)=[N:7][N:8]=1. The yield is 0.750. (3) The reactants are [O-]CC.[Na+].[CH3:5][C:6]1[CH:7]=[CH:8][C:9]([C:12]2[N:16]([C:17]3[CH:22]=[CH:21][CH:20]=[CH:19][N:18]=3)[N:15]=[C:14]([C:23]([O:25]CC)=[O:24])[CH:13]=2)=[N:10][CH:11]=1.O.C(OCC)C. The catalyst is C(O)C. The product is [CH3:5][C:6]1[CH:7]=[CH:8][C:9]([C:12]2[N:16]([C:17]3[CH:22]=[CH:21][CH:20]=[CH:19][N:18]=3)[N:15]=[C:14]([C:23]([OH:25])=[O:24])[CH:13]=2)=[N:10][CH:11]=1. The yield is 0.300. (4) The reactants are C[O:2][C:3]1[CH:8]=[CH:7][C:6]([C:9]2([C:12]([O:14][CH3:15])=[O:13])[CH2:11][CH2:10]2)=[CH:5][CH:4]=1.CCS.[Al+3].[Cl-].[Cl-].[Cl-]. The catalyst is ClCCl. The product is [CH3:15][O:14][C:12]([C:9]1([C:6]2[CH:5]=[CH:4][C:3]([OH:2])=[CH:8][CH:7]=2)[CH2:10][CH2:11]1)=[O:13]. The yield is 0.950. (5) The reactants are [NH2:1][C:2]1[N:7]=[CH:6][N:5]=[C:4]2[N:8]([CH2:25][C@@H:26]3[CH2:30][CH2:29][CH2:28][N:27]3[C:31](=[O:35])[CH2:32][C:33]#[N:34])[N:9]=[C:10]([C:11]3[CH:16]=[CH:15][C:14]([O:17][C:18]4[CH:23]=[CH:22][CH:21]=[CH:20][CH:19]=4)=[CH:13][C:12]=3[F:24])[C:3]=12.[CH:36]1([CH:39]=O)[CH2:38][CH2:37]1.N1CCCCC1. The catalyst is C(O)C. The product is [NH2:1][C:2]1[N:7]=[CH:6][N:5]=[C:4]2[N:8]([CH2:25][C@@H:26]3[CH2:30][CH2:29][CH2:28][N:27]3[C:31]([C:32](=[CH:39][CH:36]3[CH2:38][CH2:37]3)[C:33]#[N:34])=[O:35])[N:9]=[C:10]([C:11]3[CH:16]=[CH:15][C:14]([O:17][C:18]4[CH:19]=[CH:20][CH:21]=[CH:22][CH:23]=4)=[CH:13][C:12]=3[F:24])[C:3]=12. The yield is 0.550. (6) The reactants are CCN(C1C=CC=CC=1)CC.O[CH:13]([C:15]1[CH:16]=[C:17]([CH:21]=[CH:22][CH:23]=1)[C:18]([NH2:20])=[O:19])[CH3:14].S(Cl)([Cl:26])=O.O. The catalyst is C(Cl)Cl. The product is [Cl:26][CH:13]([C:15]1[CH:16]=[C:17]([CH:21]=[CH:22][CH:23]=1)[C:18]([NH2:20])=[O:19])[CH3:14]. The yield is 0.750. (7) The reactants are [CH3:1][O:2][C:3]1[CH:4]=[CH:5][C:6]([NH:11][C:12]2[C:13]3[N:14]([N:40]=[CH:41][N:42]=3)[CH:15]=[C:16]([C:18]3[CH:19]=[C:20]([CH:37]=[CH:38][CH:39]=3)[C:21]([NH:23][C:24]3[CH:36]=[CH:35][C:27]([C:28]([O:30]C(C)(C)C)=[O:29])=[CH:26][CH:25]=3)=[O:22])[CH:17]=2)=[N:7][C:8]=1[O:9][CH3:10].[F:43][C:44]([F:49])([F:48])[C:45]([OH:47])=[O:46]. The catalyst is ClCCl. The product is [F:43][C:44]([F:49])([F:48])[C:45]([OH:47])=[O:46].[CH3:1][O:2][C:3]1[CH:4]=[CH:5][C:6]([NH:11][C:12]2[C:13]3[N:14]([N:40]=[CH:41][N:42]=3)[CH:15]=[C:16]([C:18]3[CH:19]=[C:20]([CH:37]=[CH:38][CH:39]=3)[C:21]([NH:23][C:24]3[CH:36]=[CH:35][C:27]([C:28]([OH:30])=[O:29])=[CH:26][CH:25]=3)=[O:22])[CH:17]=2)=[N:7][C:8]=1[O:9][CH3:10]. The yield is 0.585. (8) No catalyst specified. The product is [Cl:10][S:11]([C:4]1[CH:3]=[C:2]([CH:7]=[CH:6][CH:5]=1)[C:1]([OH:9])=[O:8])(=[O:13])=[O:12]. The yield is 0.850. The reactants are [C:1]([OH:9])(=[O:8])[C:2]1[CH:7]=[CH:6][CH:5]=[CH:4][CH:3]=1.[Cl:10][S:11](O)(=[O:13])=[O:12]. (9) The reactants are Cl.[C:2]([C:6]1[CH:11]=[CH:10][C:9]([CH:12]2[C:16]3[C:17]([CH3:24])=[C:18]([NH2:23])[C:19]([CH3:22])=[C:20]([CH3:21])[C:15]=3[O:14][C:13]2([CH3:26])[CH3:25])=[CH:8][CH:7]=1)([CH3:5])([CH3:4])[CH3:3].[C:27]([CH2:31][C:32](Cl)=[O:33])([CH3:30])([CH3:29])[CH3:28].C(N(CC)CC)C.O. The catalyst is ClCCl. The product is [C:2]([C:6]1[CH:11]=[CH:10][C:9]([CH:12]2[C:16]3[C:17]([CH3:24])=[C:18]([NH:23][C:32](=[O:33])[CH2:31][C:27]([CH3:30])([CH3:29])[CH3:28])[C:19]([CH3:22])=[C:20]([CH3:21])[C:15]=3[O:14][C:13]2([CH3:26])[CH3:25])=[CH:8][CH:7]=1)([CH3:5])([CH3:4])[CH3:3]. The yield is 0.410. (10) The reactants are [NH2:1][C:2]1[NH:3][CH:4]([CH:20]([CH3:22])[CH3:21])[C:5]([C:15]([O:17][CH2:18][CH3:19])=[O:16])=[C:6]([C:8]2[CH:13]=[CH:12][C:11]([F:14])=[CH:10][CH:9]=2)[N:7]=1. The catalyst is C1(C)C=CC=CC=1.[O-2].[O-2].[Mn+4]. The product is [NH2:1][C:2]1[N:7]=[C:6]([C:8]2[CH:9]=[CH:10][C:11]([F:14])=[CH:12][CH:13]=2)[C:5]([C:15]([O:17][CH2:18][CH3:19])=[O:16])=[C:4]([CH:20]([CH3:21])[CH3:22])[N:3]=1. The yield is 0.960.